This data is from Full USPTO retrosynthesis dataset with 1.9M reactions from patents (1976-2016). The task is: Predict the reactants needed to synthesize the given product. (1) Given the product [C:1]([C:3]1[CH:22]=[CH:21][C:6]([CH2:7][O:8][C:9]2[CH:14]=[CH:13][C:12]3[N:15]=[C:42]([C:41]4[CH:40]=[CH:39][C:38]([C:36]([NH:35][C:32]5[CH:31]=[CH:30][C:29]([N:26]6[CH2:25][CH2:24][O:23][CH2:28][CH2:27]6)=[CH:34][CH:33]=5)=[O:37])=[CH:45][CH:44]=4)[NH:18][C:11]=3[CH:10]=2)=[CH:5][CH:4]=1)#[N:2], predict the reactants needed to synthesize it. The reactants are: [C:1]([C:3]1[CH:22]=[CH:21][C:6]([CH2:7][O:8][C:9]2[CH:14]=[CH:13][C:12]([N+:15]([O-])=O)=[C:11]([N+:18]([O-])=O)[CH:10]=2)=[CH:5][CH:4]=1)#[N:2].[O:23]1[CH2:28][CH2:27][N:26]([C:29]2[CH:34]=[CH:33][C:32]([NH:35][C:36]([C:38]3[CH:45]=[CH:44][C:41]([CH:42]=O)=[CH:40][CH:39]=3)=[O:37])=[CH:31][CH:30]=2)[CH2:25][CH2:24]1. (2) Given the product [OH:2][C:3]1[CH:8]=[CH:7][C:6]([CH2:9][CH2:10][CH2:11][CH:12]2[CH2:16][N:15]([CH2:17][C:18]3[CH:23]=[CH:22][C:21]([C:24]([F:27])([F:26])[F:25])=[CH:20][CH:19]=3)[C:14](=[O:28])[N:13]2[CH3:29])=[CH:5][CH:4]=1, predict the reactants needed to synthesize it. The reactants are: C[O:2][C:3]1[CH:8]=[CH:7][C:6]([CH2:9][CH2:10][CH2:11][CH:12]2[CH2:16][N:15]([CH2:17][C:18]3[CH:23]=[CH:22][C:21]([C:24]([F:27])([F:26])[F:25])=[CH:20][CH:19]=3)[C:14](=[O:28])[N:13]2[CH3:29])=[CH:5][CH:4]=1.B(Br)(Br)Br. (3) Given the product [CH3:34][C:33]1[O:36][C:30](/[CH:29]=[CH:9]/[CH2:10][CH2:11][C:12]([O:14][CH2:15][CH3:16])=[O:13])=[CH:31][CH:32]=1, predict the reactants needed to synthesize it. The reactants are: [Br-].C1([P+](C2C=CC=CC=2)(C2C=CC=CC=2)[CH2:9][CH2:10][CH2:11][C:12]([O:14][CH2:15][CH3:16])=[O:13])C=CC=CC=1.[CH3:29][C:30]1[O:36][C:33]([CH:34]=O)=[CH:32][CH:31]=1.C[Si]([N-][Si](C)(C)C)(C)C.[Na+]. (4) The reactants are: [Br:1][C:2]1[CH:3]=[CH:4][C:5]2[O:6][CH2:7][CH2:8][NH:9][C:10]=2[N:11]=1.[C:12]1([CH3:22])[CH:17]=[CH:16][CH:15]=[C:14]([S:18](Cl)(=[O:20])=[O:19])[CH:13]=1. Given the product [Br:1][C:2]1[CH:3]=[CH:4][C:5]2[O:6][CH2:7][CH2:8][N:9]([S:18]([C:14]3[CH:13]=[C:12]([CH3:22])[CH:17]=[CH:16][CH:15]=3)(=[O:20])=[O:19])[C:10]=2[N:11]=1, predict the reactants needed to synthesize it.